Dataset: Full USPTO retrosynthesis dataset with 1.9M reactions from patents (1976-2016). Task: Predict the reactants needed to synthesize the given product. (1) Given the product [C:1]([N:5]1[C:9]([CH2:10][CH2:11][CH2:12][N:26]2[CH2:27][CH2:28][N:23]([C:17]3[CH:22]=[CH:21][CH:20]=[CH:19][CH:18]=3)[CH2:24][CH2:25]2)=[CH:8][C:7]([CH2:14][CH2:15][CH3:16])=[N:6]1)([CH3:4])([CH3:3])[CH3:2], predict the reactants needed to synthesize it. The reactants are: [C:1]([N:5]1[C:9]([CH2:10][CH2:11][CH:12]=O)=[CH:8][C:7]([CH2:14][CH2:15][CH3:16])=[N:6]1)([CH3:4])([CH3:3])[CH3:2].[C:17]1([N:23]2[CH2:28][CH2:27][NH:26][CH2:25][CH2:24]2)[CH:22]=[CH:21][CH:20]=[CH:19][CH:18]=1.CCN(C(C)C)C(C)C.[BH-](OC(C)=O)(OC(C)=O)OC(C)=O.[Na+]. (2) Given the product [CH3:17][O:16][C:11]1[CH:12]=[CH:13][CH:14]=[CH:15][C:10]=1[O:9][C:4]1[C:3]([OH:18])=[N:25][C:23]([CH3:24])=[N:26][C:5]=1[OH:7], predict the reactants needed to synthesize it. The reactants are: CO[C:3](=[O:18])[CH:4]([O:9][C:10]1[CH:15]=[CH:14][CH:13]=[CH:12][C:11]=1[O:16][CH3:17])[C:5]([O:7]C)=O.C[O-].[Na+].Cl.[C:23]([NH2:26])(=[NH:25])[CH3:24]. (3) Given the product [NH:13]1[C:10]2=[CH:11][N:12]=[C:7]([CH:19]=[O:20])[CH:8]=[C:9]2[CH:15]=[N:14]1, predict the reactants needed to synthesize it. The reactants are: [Li]C(C)(C)C.Br[C:7]1[CH:8]=[C:9]2[CH:15]=[N:14][NH:13][C:10]2=[CH:11][N:12]=1.CN([CH:19]=[O:20])C. (4) Given the product [CH3:20][O:19][C:16]1[CH:17]=[CH:18][C:13]([C:11]2[O:12][C:7]([C:6]3[CH:5]=[C:4]([CH:23]=[CH:22][CH:21]=3)[C:3]([OH:2])=[O:24])=[N:9][CH:10]=2)=[CH:14][CH:15]=1, predict the reactants needed to synthesize it. The reactants are: C[O:2][C:3](=[O:24])[C:4]1[CH:23]=[CH:22][CH:21]=[C:6]([C:7]([NH:9][CH2:10][C:11]([C:13]2[CH:18]=[CH:17][C:16]([O:19][CH3:20])=[CH:15][CH:14]=2)=[O:12])=O)[CH:5]=1.[OH-].[Na+]. (5) Given the product [C:1]1([CH3:19])[CH:6]=[CH:5][CH:4]=[C:3]([O:7][CH2:8][C:9]2[CH:10]=[CH:11][C:12]([C:13]([OH:15])=[O:14])=[CH:17][CH:18]=2)[CH:2]=1, predict the reactants needed to synthesize it. The reactants are: [C:1]1([CH3:19])[CH:6]=[CH:5][CH:4]=[C:3]([O:7][CH2:8][C:9]2[CH:18]=[CH:17][C:12]([C:13]([O:15]C)=[O:14])=[CH:11][CH:10]=2)[CH:2]=1.[OH-].[Na+].Cl.